The task is: Predict the product of the given reaction.. This data is from Forward reaction prediction with 1.9M reactions from USPTO patents (1976-2016). (1) The product is: [Br:1][C:2]1[CH:3]=[CH:4][C:5]([CH2:8][NH:15][C:14]2[CH:16]=[CH:17][C:11]([Cl:10])=[CH:12][CH:13]=2)=[N:6][CH:7]=1. Given the reactants [Br:1][C:2]1[CH:3]=[CH:4][C:5]([CH:8]=O)=[N:6][CH:7]=1.[Cl:10][C:11]1[CH:17]=[CH:16][C:14]([NH2:15])=[CH:13][CH:12]=1.C([SiH](CC)CC)C.FC(F)(F)C(O)=O, predict the reaction product. (2) Given the reactants C(N1CCC2C3C(Br)=CC=CC=3NC=2CC1)(=O)C1C=CC=CC=1.[C:24]([N:32]1[CH2:45][CH2:44][C:43]2[C:42]3[C:41]([B:46]4[O:50][C:49]([CH3:52])([CH3:51])[C:48]([CH3:54])([CH3:53])[O:47]4)=[CH:40][CH:39]=[CH:38][C:37]=3[NH:36][C:35]=2[CH2:34][CH2:33]1)(=[O:31])[C:25]1[CH:30]=[CH:29][CH:28]=[CH:27][CH:26]=1.CCN(CC)CC.CC1(C)C(C)(C)OBO1, predict the reaction product. The product is: [C:24]([N:32]1[CH2:45][CH2:44][C:43]2[C:42]3[C:41]([B:46]4[O:47][C:48]([CH3:54])([CH3:53])[C:49]([CH3:52])([CH3:51])[O:50]4)=[CH:40][CH:39]=[CH:38][C:37]=3[NH:36][C:35]=2[CH2:34][CH2:33]1)(=[O:31])[C:25]1[CH:30]=[CH:29][CH:28]=[CH:27][CH:26]=1. (3) Given the reactants [F:1][C:2]1[CH:3]=[N:4][CH:5]=[C:6](B2OC(C)(C)C(C)(C)O2)[CH:7]=1.Br[C:18]1[CH:23]=[C:22]([C:24]2[N:29]=[CH:28][CH:27]=[CH:26][N:25]=2)[C:21]([NH2:30])=[C:20]([N+:31]([O-:33])=[O:32])[CH:19]=1.[O-]P([O-])([O-])=O.[K+].[K+].[K+].CCO, predict the reaction product. The product is: [F:1][C:2]1[CH:7]=[C:6]([C:18]2[CH:23]=[C:22]([C:24]3[N:29]=[CH:28][CH:27]=[CH:26][N:25]=3)[C:21]([NH2:30])=[C:20]([N+:31]([O-:33])=[O:32])[CH:19]=2)[CH:5]=[N:4][CH:3]=1. (4) Given the reactants [CH2:1]([NH:8][CH2:9][C:10]1[CH:15]=[CH:14][C:13]([O:16][CH2:17][C:18]2[CH:23]=[CH:22][C:21]([F:24])=[CH:20][CH:19]=2)=[C:12]([O:25][CH3:26])[CH:11]=1)[C:2]1[CH:7]=[CH:6][CH:5]=[CH:4][CH:3]=1.[C:27](Cl)(=[O:34])[C:28]1[CH:33]=[CH:32][CH:31]=[CH:30][CH:29]=1.C(N(CC)CC)C.[OH-].[Na+], predict the reaction product. The product is: [CH2:1]([N:8]([CH2:9][C:10]1[CH:15]=[CH:14][C:13]([O:16][CH2:17][C:18]2[CH:19]=[CH:20][C:21]([F:24])=[CH:22][CH:23]=2)=[C:12]([O:25][CH3:26])[CH:11]=1)[C:27](=[O:34])[C:28]1[CH:33]=[CH:32][CH:31]=[CH:30][CH:29]=1)[C:2]1[CH:3]=[CH:4][CH:5]=[CH:6][CH:7]=1. (5) Given the reactants Cl.[F:2][C:3]1([F:9])[CH2:8][CH2:7][CH2:6][NH:5][CH2:4]1.C1COCC1.C(N(C(C)C)CC)(C)C.Br[CH2:25][C:26]1[S:41][C:29]2[N:30]=[C:31]([C:35]3[O:36][C:37]([Cl:40])=[CH:38][CH:39]=3)[N:32]=[C:33]([NH2:34])[C:28]=2[CH:27]=1, predict the reaction product. The product is: [Cl:40][C:37]1[O:36][C:35]([C:31]2[N:32]=[C:33]([NH2:34])[C:28]3[CH:27]=[C:26]([CH2:25][N:5]4[CH2:6][CH2:7][CH2:8][C:3]([F:9])([F:2])[CH2:4]4)[S:41][C:29]=3[N:30]=2)=[CH:39][CH:38]=1. (6) The product is: [Cl:1][C:2]1[C:7](=[O:8])[N:6]([CH2:9][C:10]2[O:12][N:27]=[C:26]([C:28]3[CH:33]=[CH:32][N:31]=[CH:30][CH:29]=3)[N:25]=2)[N:5]=[CH:4][C:3]=1[NH:13][C@@H:14]1[CH2:19][C@@H:18]2[CH2:20][C@@H:16]([C:17]2([CH3:22])[CH3:21])[C@H:15]1[CH3:23]. Given the reactants [Cl:1][C:2]1[C:7](=[O:8])[N:6]([CH2:9][C:10]([OH:12])=O)[N:5]=[CH:4][C:3]=1[NH:13][C@@H:14]1[CH2:19][C@@H:18]2[CH2:20][C@@H:16]([C:17]2([CH3:22])[CH3:21])[C@H:15]1[CH3:23].O[N:25]=[C:26]([C:28]1[CH:33]=[CH:32][N:31]=[CH:30][CH:29]=1)[NH2:27].C1(N=C=NC2CCCCC2)CCCCC1, predict the reaction product. (7) Given the reactants Br[C:2]1[C:11]([O:12][CH3:13])=[CH:10][C:9]([Cl:14])=[CH:8][C:3]=1[C:4]([O:6][CH3:7])=[O:5].[CH2:15]([Sn](CCCC)(CCCC)CCCC)[CH:16]=[CH2:17].C([O-])([O-])=O.[K+].[K+].C(Cl)Cl, predict the reaction product. The product is: [CH2:17]([C:2]1[C:11]([O:12][CH3:13])=[CH:10][C:9]([Cl:14])=[CH:8][C:3]=1[C:4]([O:6][CH3:7])=[O:5])[CH:16]=[CH2:15].